This data is from Forward reaction prediction with 1.9M reactions from USPTO patents (1976-2016). The task is: Predict the product of the given reaction. (1) The product is: [NH2:1][C@H:4]1[CH2:9][CH2:8][C@H:7]([C:10]([NH2:12])=[O:11])[CH2:6][C@@H:5]1[OH:13]. Given the reactants [N:1]([C@H:4]1[CH2:9][CH2:8][C@H:7]([C:10]([NH2:12])=[O:11])[CH2:6][C@@H:5]1[OH:13])=[N+]=[N-], predict the reaction product. (2) Given the reactants [C:1]1([Mg]Br)[CH:6]=[CH:5][CH:4]=[CH:3][CH:2]=1.[F:9][C:10]1[CH:17]=[CH:16][C:15]([O:18][CH3:19])=[CH:14][C:11]=1[CH:12]=[O:13].O, predict the reaction product. The product is: [F:9][C:10]1[CH:17]=[CH:16][C:15]([O:18][CH3:19])=[CH:14][C:11]=1[CH:12]([C:1]1[CH:6]=[CH:5][CH:4]=[CH:3][CH:2]=1)[OH:13]. (3) Given the reactants [CH2:1]([O:4]C(N1CC=C(C2C(C3C=CN=C(F)C=3)=C(C3C=CC(F)=CC=3)NC=2)CC1)=O)[CH:2]=C.C(O[C:40]([N:42]1[CH2:49][C:48]([F:51])([F:50])[CH2:47][C@H:43]1[C:44](O)=O)=O)C1C=CC=CC=1.C(OC(N1C[C@H](OC)C[C@H]1C(O)=O)=O)C1C=CC=CC=1, predict the reaction product. The product is: [F:51][C:48]1([F:50])[CH2:49][N:42]2[C@@H:43]([CH2:44][C:1](=[O:4])[CH2:2][CH2:40]2)[CH2:47]1. (4) Given the reactants [Cl:1][C:2]1[CH:3]=[C:4]2[N:25]=[C:24]([O:26][C@H:27]3[C@H:31]4[O:32][CH2:33][C@@H:34]([OH:35])[C@H:30]4[O:29][CH2:28]3)[N:23]([CH2:36][O:37][CH2:38][CH2:39][Si:40]([CH3:43])([CH3:42])[CH3:41])[C:5]2=[N:6][C:7]=1[C:8]1[CH:13]=[CH:12][C:11](B2OC(C)(C)C(C)(C)O2)=[CH:10][CH:9]=1.[Br:44][C:45]1[CH:50]=[N:49][C:48](Br)=[CH:47][N:46]=1, predict the reaction product. The product is: [Br:44][C:45]1[N:46]=[CH:47][C:48]([C:11]2[CH:12]=[CH:13][C:8]([C:7]3[N:6]=[C:5]4[N:23]([CH2:36][O:37][CH2:38][CH2:39][Si:40]([CH3:42])([CH3:43])[CH3:41])[C:24]([O:26][C@H:27]5[C@H:31]6[O:32][CH2:33][C@@H:34]([OH:35])[C@H:30]6[O:29][CH2:28]5)=[N:25][C:4]4=[CH:3][C:2]=3[Cl:1])=[CH:9][CH:10]=2)=[N:49][CH:50]=1. (5) Given the reactants [Cl-].[CH2:2]([O:9][C@@H:10]1[C@@H:18]([O:19][CH2:20][C:21]2[CH:26]=[CH:25][CH:24]=[CH:23][CH:22]=2)[C@H:17]([CH3:27])[O:16][C:15](=[O:28])[C@@H:14]([NH3+:29])[CH2:13][CH2:12][CH2:11]1)[C:3]1[CH:8]=[CH:7][CH:6]=[CH:5][CH:4]=1.[OH:30][C:31]1[C:32]([C:39](O)=[O:40])=[N:33][CH:34]=[CH:35][C:36]=1[O:37][CH3:38].CN1CCOCC1.CN(C(ON1N=NC2C=CC=NC1=2)=[N+](C)C)C.F[P-](F)(F)(F)(F)F, predict the reaction product. The product is: [CH2:2]([O:9][C@@H:10]1[C@@H:18]([O:19][CH2:20][C:21]2[CH:26]=[CH:25][CH:24]=[CH:23][CH:22]=2)[C@H:17]([CH3:27])[O:16][C:15](=[O:28])[C@@H:14]([NH:29][C:39]([C:32]2[C:31]([OH:30])=[C:36]([O:37][CH3:38])[CH:35]=[CH:34][N:33]=2)=[O:40])[CH2:13][CH2:12][CH2:11]1)[C:3]1[CH:4]=[CH:5][CH:6]=[CH:7][CH:8]=1. (6) Given the reactants C(OC([N:8]1[CH2:13][CH2:12][C:11]2[N:14](COCC[Si](C)(C)C)[N:15]=[C:16]([C:17]3[S:21][N:20]=[CH:19][CH:18]=3)[C:10]=2[CH2:9]1)=O)(C)(C)C.O1CCOCC1, predict the reaction product. The product is: [NH:14]1[C:11]2[CH2:12][CH2:13][NH:8][CH2:9][C:10]=2[C:16]([C:17]2[S:21][N:20]=[CH:19][CH:18]=2)=[N:15]1. (7) Given the reactants [N+]([C:4]1[CH:5]=[C:6]([C:12]#[N:13])[C:7](=[CH:10][CH:11]=1)[C:8]#[N:9])([O-])=O.[OH:14][C:15]1[CH:20]=[CH:19][C:18](O)=[CH:17][C:16]=1[P:22](=[O:35])([C:29]1[CH:34]=[CH:33][CH:32]=[CH:31][CH:30]=1)[C:23]1[CH:28]=[CH:27][CH:26]=[CH:25][CH:24]=1.C[N:37]([CH3:40])C=O.[C:41](=[O:44])([O-])[O-].[K+].[K+], predict the reaction product. The product is: [C:12]([C:6]1[CH:5]=[C:4]([CH:11]=[CH:10][C:7]=1[C:8]#[N:9])[O:14][C:15]1[CH:20]=[CH:19][C:18]([O:44][C:41]2[CH:11]=[CH:10][C:7]([C:8]#[N:9])=[C:6]([C:40]#[N:37])[CH:5]=2)=[CH:17][C:16]=1[P:22](=[O:35])([C:23]1[CH:28]=[CH:27][CH:26]=[CH:25][CH:24]=1)[C:29]1[CH:30]=[CH:31][CH:32]=[CH:33][CH:34]=1)#[N:13]. (8) The product is: [Cl:24][C:19]1[CH:18]=[C:17]([C:11]2([C:13]([F:16])([F:15])[F:14])[O:10][N:9]=[C:8]([C:5]3[CH:6]=[CH:7][C:2]([CH:29]=[O:47])=[C:3]([CH3:25])[CH:4]=3)[CH2:12]2)[CH:22]=[C:21]([Cl:23])[CH:20]=1. Given the reactants Br[C:2]1[CH:7]=[CH:6][C:5]([C:8]2[CH2:12][C:11]([C:17]3[CH:22]=[C:21]([Cl:23])[CH:20]=[C:19]([Cl:24])[CH:18]=3)([C:13]([F:16])([F:15])[F:14])[O:10][N:9]=2)=[CH:4][C:3]=1[CH3:25].CC1(C)C2C(=C(P(C3C=CC=CC=3)C3C=CC=CC=3)C=CC=2)[O:47][C:29]2C(P(C3C=CC=CC=3)C3C=CC=CC=3)=CC=CC1=2.CN(C)CCN(C)C, predict the reaction product. (9) Given the reactants [Mg+2].[Br-].[Br-].[Li]CCCC.[O:9]1[CH:13]=[CH:12][N:11]=[CH:10]1.I[C:15]1[CH:20]=[CH:19][C:18]([N:21]2[CH2:26][CH2:25][CH:24]([CH:27]3[CH2:32][CH2:31][N:30]([C:33]([O:35][C:36]([CH3:39])([CH3:38])[CH3:37])=[O:34])[CH2:29][CH2:28]3)[CH2:23][CH2:22]2)=[CH:17][CH:16]=1, predict the reaction product. The product is: [C:36]([O:35][C:33]([N:30]1[CH2:31][CH2:32][CH:27]([CH:24]2[CH2:23][CH2:22][N:21]([C:18]3[CH:19]=[CH:20][C:15]([C:10]4[O:9][CH:13]=[CH:12][N:11]=4)=[CH:16][CH:17]=3)[CH2:26][CH2:25]2)[CH2:28][CH2:29]1)=[O:34])([CH3:39])([CH3:37])[CH3:38].